This data is from Catalyst prediction with 721,799 reactions and 888 catalyst types from USPTO. The task is: Predict which catalyst facilitates the given reaction. (1) Reactant: [CH:1]12[CH2:9][CH2:8][CH:5]([CH2:6][CH2:7]1)[CH2:4][N:3]([C:10]([CH2:12][N:13]1[C:19]3[C:20]([CH3:24])=[CH:21][CH:22]=[CH:23][C:18]=3[C:17]([C:25]3[CH:30]=[CH:29][CH:28]=[CH:27][C:26]=3[F:31])=[N:16][CH:15]([NH:32][C:33]([N:35]3[CH:39]=[CH:38]N=C3)=[O:34])[C:14]1=[O:40])=[O:11])[CH2:2]2.N[C:42]1[CH:43]=[C:44]([OH:48])C=C[CH:47]=1.C(N(CC)CC)C.Cl. Product: [CH:1]12[CH2:7][CH2:6][CH:5]([CH2:8][CH2:9]1)[CH2:4][N:3]([C:10]([CH2:12][N:13]1[C:19]3[C:20]([CH3:24])=[CH:21][CH:22]=[CH:23][C:18]=3[C:17]([C:25]3[CH:30]=[CH:29][CH:28]=[CH:27][C:26]=3[F:31])=[N:16][CH:15]([NH:32][C:33]([NH:35][C:39]3[CH:47]=[CH:42][CH:43]=[C:44]([OH:48])[CH:38]=3)=[O:34])[C:14]1=[O:40])=[O:11])[CH2:2]2. The catalyst class is: 42. (2) Reactant: C([O:3][C:4](=O)[C:5]1[CH:10]=[CH:9][CH:8]=[C:7]([CH:11]([C:20]2[S:21][C:22]3[CH:28]=[CH:27][CH:26]=[CH:25][C:23]=3[N:24]=2)[O:12][CH:13]2[CH2:18][CH2:17][N:16]([CH3:19])[CH2:15][CH2:14]2)[CH:6]=1)C.[H-].[Al+3].[Li+].[H-].[H-].[H-]. Product: [S:21]1[C:22]2[CH:28]=[CH:27][CH:26]=[CH:25][C:23]=2[N:24]=[C:20]1[CH:11]([O:12][CH:13]1[CH2:18][CH2:17][N:16]([CH3:19])[CH2:15][CH2:14]1)[C:7]1[CH:6]=[C:5]([CH2:4][OH:3])[CH:10]=[CH:9][CH:8]=1. The catalyst class is: 7. (3) Reactant: FC(F)(F)S(O[Si](C)(C)C)(=O)=O.[Si:13]([O:20][CH:21]([C:50]1[CH:55]=[CH:54][C:53]([C:56]#[N:57])=[CH:52][CH:51]=1)[C:22]([O:24][CH2:25][C:26]1[N:27]=[CH:28][N:29]([C:31]([C:44]2[CH:49]=[CH:48][CH:47]=[CH:46][CH:45]=2)([C:38]2[CH:43]=[CH:42][CH:41]=[CH:40][CH:39]=2)[C:32]2[CH:37]=[CH:36][CH:35]=[CH:34][CH:33]=2)[CH:30]=1)=O)([C:16]([CH3:19])([CH3:18])[CH3:17])([CH3:15])[CH3:14].C([SiH](CC)CC)C. Product: [Si:13]([O:20][CH:21]([C:50]1[CH:55]=[CH:54][C:53]([C:56]#[N:57])=[CH:52][CH:51]=1)[CH2:22][O:24][CH2:25][C:26]1[N:27]=[CH:28][N:29]([C:31]([C:44]2[CH:45]=[CH:46][CH:47]=[CH:48][CH:49]=2)([C:38]2[CH:39]=[CH:40][CH:41]=[CH:42][CH:43]=2)[C:32]2[CH:37]=[CH:36][CH:35]=[CH:34][CH:33]=2)[CH:30]=1)([C:16]([CH3:19])([CH3:17])[CH3:18])([CH3:15])[CH3:14]. The catalyst class is: 528. (4) Reactant: [O:1]=[C:2]1[CH2:7][CH2:6][CH:5]2[CH:3]1[C@H:4]2[C:8]([O:10]CC)=[O:9].[OH-].[Na+]. Product: [O:1]=[C:2]1[CH2:7][CH2:6][CH:5]2[CH:3]1[C@H:4]2[C:8]([OH:10])=[O:9]. The catalyst class is: 8. (5) Reactant: [C:1]([C:5]1[CH:9]=[C:8]([NH:10][C:11]([NH:13][C:14]2[C:23]3[C:18](=[CH:19][CH:20]=[CH:21][CH:22]=3)[C:17]([O:24][C:25]3[CH:30]=[CH:29][N:28]=[C:27](Cl)[N:26]=3)=[CH:16][CH:15]=2)=[O:12])[N:7]([C:32]2[CH:37]=[CH:36][CH:35]=[C:34]([CH2:38][P:39]([CH3:42])([CH3:41])=[O:40])[CH:33]=2)[N:6]=1)([CH3:4])([CH3:3])[CH3:2].[CH3:43][O:44][C:45]1[CH:46]=[C:47]([CH:49]=[C:50]([O:52][CH2:53][CH2:54][O:55][CH2:56][CH2:57][O:58][CH2:59][CH2:60][O:61][CH3:62])[CH:51]=1)[NH2:48].C([O-])(O)=O.[Na+]. Product: [C:1]([C:5]1[CH:9]=[C:8]([NH:10][C:11]([NH:13][C:14]2[C:23]3[C:18](=[CH:19][CH:20]=[CH:21][CH:22]=3)[C:17]([O:24][C:25]3[CH:30]=[CH:29][N:28]=[C:27]([NH:48][C:47]4[CH:49]=[C:50]([O:52][CH2:53][CH2:54][O:55][CH2:56][CH2:57][O:58][CH2:59][CH2:60][O:61][CH3:62])[CH:51]=[C:45]([O:44][CH3:43])[CH:46]=4)[N:26]=3)=[CH:16][CH:15]=2)=[O:12])[N:7]([C:32]2[CH:37]=[CH:36][CH:35]=[C:34]([CH2:38][P:39]([CH3:42])([CH3:41])=[O:40])[CH:33]=2)[N:6]=1)([CH3:4])([CH3:3])[CH3:2]. The catalyst class is: 3. (6) Reactant: [CH3:1][CH:2]([CH3:22])[CH2:3][C@H:4]([N:8]1[CH2:12][C:11]([O:13][C:14]2[CH:19]=[CH:18][CH:17]=[CH:16][C:15]=2[CH3:20])=[CH:10][C:9]1=[O:21])[C:5]([OH:7])=O.[CH3:23][N:24]1[CH:28]=[CH:27][C:26]([NH2:29])=[N:25]1.F[P-](F)(F)(F)(F)F.N1(O[P+](N(C)C)(N(C)C)N(C)C)C2C=CC=CC=2N=N1.C(N(CC)CC)C. Product: [CH3:23][N:24]1[CH:28]=[CH:27][C:26]([NH:29][C:5](=[O:7])[C@@H:4]([N:8]2[CH2:12][C:11]([O:13][C:14]3[CH:19]=[CH:18][CH:17]=[CH:16][C:15]=3[CH3:20])=[CH:10][C:9]2=[O:21])[CH2:3][CH:2]([CH3:1])[CH3:22])=[N:25]1. The catalyst class is: 9.